Dataset: Catalyst prediction with 721,799 reactions and 888 catalyst types from USPTO. Task: Predict which catalyst facilitates the given reaction. (1) Reactant: FC(F)(F)C1N=CC(N[C@@H:10]2[CH2:15][C@@H:14]3[NH:16][C@H:11]2[CH2:12][CH2:13]3)=NC=1.[F:19][C:20]([F:43])([F:42])[C:21]1[N:22]=[CH:23][C:24]([NH:27][C@@H:28]2[CH2:33][C@@H:32]3[N:34]([C:35]([O:37]C(C)(C)C)=O)[C@H:29]2[CH2:30][CH2:31]3)=[N:25][CH:26]=1.Cl. Product: [N:22]1[N:16]([C:11]2[CH:10]=[CH:15][CH:14]=[CH:13][C:12]=2[C:35]([N:34]2[C@@H:32]3[CH2:31][CH2:30][C@H:29]2[C@H:28]([NH:27][C:24]2[CH:23]=[N:22][C:21]([C:20]([F:42])([F:19])[F:43])=[CH:26][N:25]=2)[CH2:33]3)=[O:37])[N:25]=[CH:26][CH:21]=1. The catalyst class is: 817. (2) Reactant: [Br:1][C:2]1[CH:3]=[C:4]([CH2:8][C:9]([OH:11])=O)[CH:5]=[N:6][CH:7]=1.[NH:12]1[CH2:17][CH2:16][O:15][CH2:14][CH2:13]1.C(Cl)CCl.ON1C2C=CC=CC=2N=N1. Product: [Br:1][C:2]1[CH:3]=[C:4]([CH2:8][C:9]([N:12]2[CH2:17][CH2:16][O:15][CH2:14][CH2:13]2)=[O:11])[CH:5]=[N:6][CH:7]=1. The catalyst class is: 2. (3) Reactant: [CH2:1]([O:8][C@H:9]1[C@H:14]([O:15][CH2:16][C:17]2[CH:22]=[CH:21][CH:20]=[CH:19][CH:18]=2)[C@H:13]([O:23][CH2:24][C:25]2[CH:30]=[CH:29][CH:28]=[CH:27][CH:26]=2)[C@@H:12]([O:31][CH2:32][C:33]2[CH:38]=[CH:37][CH:36]=[CH:35][CH:34]=2)[O:11][C@@H:10]1[C@H:39]([O:41]C(=O)C1C=CC([N+]([O-])=O)=CC=1)[CH3:40])[C:2]1[CH:7]=[CH:6][CH:5]=[CH:4][CH:3]=1.C1COCC1.O.[OH-].[Na+]. Product: [CH2:1]([O:8][C@H:9]1[C@H:14]([O:15][CH2:16][C:17]2[CH:22]=[CH:21][CH:20]=[CH:19][CH:18]=2)[C@H:13]([O:23][CH2:24][C:25]2[CH:26]=[CH:27][CH:28]=[CH:29][CH:30]=2)[C@@H:12]([O:31][CH2:32][C:33]2[CH:34]=[CH:35][CH:36]=[CH:37][CH:38]=2)[O:11][C@@H:10]1[C@H:39]([OH:41])[CH3:40])[C:2]1[CH:7]=[CH:6][CH:5]=[CH:4][CH:3]=1. The catalyst class is: 14. (4) Reactant: [NH2:1][C:2]1[NH:6][C:5]2[CH:7]=[CH:8][C:9]([O:11][C:12]3[CH:17]=[CH:16][C:15]([NH:18][C:19]([NH:21][C:22]4[CH:27]=[C:26]([C:28]([F:31])([F:30])[F:29])[CH:25]=[CH:24][C:23]=4[F:32])=[O:20])=[CH:14][CH:13]=3)=[CH:10][C:4]=2[N:3]=1.[CH3:33][S:34](Cl)(=[O:36])=[O:35].O.CO. Product: [F:32][C:23]1[CH:24]=[CH:25][C:26]([C:28]([F:31])([F:29])[F:30])=[CH:27][C:22]=1[NH:21][C:19]([NH:18][C:15]1[CH:14]=[CH:13][C:12]([O:11][C:9]2[CH:8]=[CH:7][C:5]3[NH:6][C:2]([NH:1][S:34]([CH3:33])(=[O:36])=[O:35])=[N:3][C:4]=3[CH:10]=2)=[CH:17][CH:16]=1)=[O:20]. The catalyst class is: 17.